Dataset: Forward reaction prediction with 1.9M reactions from USPTO patents (1976-2016). Task: Predict the product of the given reaction. (1) Given the reactants [CH3:1][C:2]1[CH:7]=[CH:6][CH:5]=[CH:4][C:3]=1[C:8]1[CH:13]=[CH:12][C:11]([C:14]([OH:16])=O)=[CH:10][C:9]=1[C:17]([F:20])([F:19])[F:18].[NH2:21][C:22](=[N:42]O)[C:23]1[CH:32]=[C:31]2[C:26]([CH2:27][CH2:28][N:29]([CH2:33][CH2:34][C:35]([O:37][C:38]([CH3:41])([CH3:40])[CH3:39])=[O:36])[CH2:30]2)=[CH:25][CH:24]=1, predict the reaction product. The product is: [CH3:1][C:2]1[CH:7]=[CH:6][CH:5]=[CH:4][C:3]=1[C:8]1[CH:13]=[CH:12][C:11]([C:14]2[O:16][N:21]=[C:22]([C:23]3[CH:32]=[C:31]4[C:26]([CH2:27][CH2:28][N:29]([CH2:33][CH2:34][C:35]([O:37][C:38]([CH3:41])([CH3:40])[CH3:39])=[O:36])[CH2:30]4)=[CH:25][CH:24]=3)[N:42]=2)=[CH:10][C:9]=1[C:17]([F:20])([F:18])[F:19]. (2) The product is: [CH2:10]([O:9][C:7]([NH:6]/[C:5](=[CH:26]\[C:25]1[CH:28]=[C:29]([F:32])[CH:30]=[CH:31][C:24]=1[F:23])/[C:3]([O:2][CH3:1])=[O:4])=[O:8])[C:11]1[CH:12]=[CH:13][CH:14]=[CH:15][CH:16]=1. Given the reactants [CH3:1][O:2][C:3]([CH:5](P(OC)(OC)=O)[NH:6][C:7]([O:9][CH2:10][C:11]1[CH:16]=[CH:15][CH:14]=[CH:13][CH:12]=1)=[O:8])=[O:4].[F:23][C:24]1[CH:31]=[CH:30][C:29]([F:32])=[CH:28][C:25]=1[CH:26]=O.C1CCN2C(=NCCC2)CC1, predict the reaction product. (3) Given the reactants [ClH:1].[CH:2](=[C:9]1[C:15]2[CH:16]=[CH:17][CH:18]=[CH:19][C:14]=2[CH2:13][CH2:12][CH:11]([NH:20]C(OC(C)(C)C)=O)[C:10]1=[O:28])[C:3]1[CH:8]=[CH:7][CH:6]=[CH:5][CH:4]=1, predict the reaction product. The product is: [ClH:1].[NH2:20][CH:11]1[CH2:12][CH2:13][C:14]2[CH:19]=[CH:18][CH:17]=[CH:16][C:15]=2[C:9](=[CH:2][C:3]2[CH:8]=[CH:7][CH:6]=[CH:5][CH:4]=2)[C:10]1=[O:28]. (4) The product is: [OH:1][CH2:2][CH2:3][CH2:4][C:5]#[C:6][C:7]1[CH:8]=[C:9]([NH:10][C:11]([C:13]2[CH:14]=[C:15]([S:19]([C:22]3[CH:23]=[C:24]4[C:29](=[C:30]([CH3:32])[CH:31]=3)[N:28]=[CH:27][C:26]([C:33]([NH2:35])=[O:34])=[C:25]4[NH:36][C:37]3[CH:42]=[CH:41][CH:40]=[C:39]([O:43][CH3:44])[CH:38]=3)(=[O:21])=[O:20])[CH:16]=[CH:17][CH:18]=2)=[O:12])[CH:51]=[CH:46][CH:47]=1. Given the reactants [OH:1][CH2:2][CH2:3][CH2:4][CH2:5][CH2:6][CH2:7][CH2:8][CH2:9][NH:10][C:11]([C:13]1[CH:14]=[C:15]([S:19]([C:22]2[CH:23]=[C:24]3[C:29](=[C:30]([CH3:32])[CH:31]=2)[N:28]=[CH:27][C:26]([C:33]([NH2:35])=[O:34])=[C:25]3[NH:36][C:37]2[CH:42]=[CH:41][CH:40]=[C:39]([O:43][CH3:44])[CH:38]=2)(=[O:21])=[O:20])[CH:16]=[CH:17][CH:18]=1)=[O:12].N[C:46]1[CH:47]=C(C#CCCCO)C=C[CH:51]=1, predict the reaction product. (5) Given the reactants [F:1][C:2]1[N:7]=[CH:6][C:5]([C@H:8]2[CH2:14][C@H:13]3[NH:15][C@@H:9]2[CH2:10][CH2:11][CH2:12]3)=[CH:4][CH:3]=1, predict the reaction product. The product is: [F:1][C:2]1[N:7]=[CH:6][C:5]([C@@H:8]2[CH2:14][C@@H:13]3[NH:15][C@H:9]2[CH2:10][CH2:11][CH2:12]3)=[CH:4][CH:3]=1. (6) Given the reactants [NH2:1][CH:2]1[C:8](=[O:9])[N:7]([CH2:10][C:11]([F:14])([F:13])[F:12])[C:6]2[CH:15]=[CH:16][CH:17]=[CH:18][C:5]=2[C:4]([C:19]2[CH:24]=[CH:23][CH:22]=[CH:21][C:20]=2[F:25])=[N:3]1.N1C(=O)C=NC=CC=1.[Cl:34][C:35]1[CH:36]=[C:37]([CH:46]=[CH:47][C:48]=1[Cl:49])[CH2:38][C@H:39]([CH2:43][CH:44]=[CH2:45])[C:40](O)=[O:41], predict the reaction product. The product is: [F:25][C:20]1[CH:21]=[CH:22][CH:23]=[CH:24][C:19]=1[C:4]1[C:5]2[CH:18]=[CH:17][CH:16]=[CH:15][C:6]=2[N:7]([CH2:10][C:11]([F:14])([F:12])[F:13])[C:8](=[O:9])[C@@H:2]([NH:1][C:40](=[O:41])[CH:39]([CH2:38][C:37]2[CH:46]=[CH:47][C:48]([Cl:49])=[C:35]([Cl:34])[CH:36]=2)[CH2:43][CH:44]=[CH2:45])[N:3]=1. (7) Given the reactants [NH2:1][C:2]1[N:7]=[C:6]2[O:8][C:9]3[C:14]([CH2:15][C:5]2=[C:4]([NH2:17])[C:3]=1[C:18]#[N:19])=[CH:13][CH:12]=[C:11]([OH:16])[CH:10]=3.Br[CH2:21][C:22]([OH:24])=[O:23].BrCCOCC, predict the reaction product. The product is: [NH2:1][C:2]1[N:7]=[C:6]2[O:8][C:9]3[C:14]([CH2:15][C:5]2=[C:4]([NH2:17])[C:3]=1[C:18]#[N:19])=[CH:13][CH:12]=[C:11]([O:16][CH2:21][C:22]([OH:24])=[O:23])[CH:10]=3.